Dataset: Forward reaction prediction with 1.9M reactions from USPTO patents (1976-2016). Task: Predict the product of the given reaction. (1) Given the reactants C(OC([N:8]1[CH2:12][C@H:11]([CH2:13][N:14]([C:23]2[CH:28]=[CH:27][C:26]([Cl:29])=[CH:25][CH:24]=2)[CH2:15][C:16]2[CH:21]=[CH:20][CH:19]=[CH:18][C:17]=2[OH:22])[C@@H:10]([CH2:30][C:31]2[CH:36]=[CH:35][CH:34]=[CH:33][CH:32]=2)[CH2:9]1)=O)(C)(C)C.CC#N, predict the reaction product. The product is: [CH2:30]([C@H:10]1[CH2:9][NH:8][CH2:12][C@@H:11]1[CH2:13][N:14]([CH2:15][C:16]1[CH:21]=[CH:20][CH:19]=[CH:18][C:17]=1[OH:22])[C:23]1[CH:24]=[CH:25][C:26]([Cl:29])=[CH:27][CH:28]=1)[C:31]1[CH:36]=[CH:35][CH:34]=[CH:33][CH:32]=1. (2) The product is: [CH2:20]([N:16]1[N:15]=[C:14]([CH:11]2[CH2:12][CH2:13][N:8]([C:5]3[CH:6]=[CH:7][C:2](/[N:1]=[CH:35]/[C:33]4[O:34][C:30]([N+:27]([O-:29])=[O:28])=[CH:31][CH:32]=4)=[CH:3][CH:4]=3)[CH2:9][CH2:10]2)[O:18][C:17]1=[O:19])[C:21]1[CH:26]=[CH:25][CH:24]=[CH:23][CH:22]=1. Given the reactants [NH2:1][C:2]1[CH:7]=[CH:6][C:5]([N:8]2[CH2:13][CH2:12][CH:11]([C:14]3[O:18][C:17](=[O:19])[N:16]([CH2:20][C:21]4[CH:26]=[CH:25][CH:24]=[CH:23][CH:22]=4)[N:15]=3)[CH2:10][CH2:9]2)=[CH:4][CH:3]=1.[N+:27]([C:30]1[O:34][C:33]([CH:35]=O)=[CH:32][CH:31]=1)([O-:29])=[O:28], predict the reaction product. (3) Given the reactants [CH:1]1([N:6]2[CH2:14][C:11]3([CH2:13][CH2:12]3)[C:10](=[O:15])[N:9]([CH3:16])[C:8]3[CH:17]=[N:18][C:19]([NH:21][C:22]4[CH:30]=[CH:29][C:25]([C:26](O)=[O:27])=[CH:24][C:23]=4[CH3:31])=[N:20][C:7]2=3)[CH2:5][CH2:4][CH2:3][CH2:2]1.ON1C2C=CC=CC=2N=N1.F[P-](F)(F)(F)(F)F.CN(C(N(C)C)=[N+]1C2C=CC=CC=2[N+]([O-])=N1)C.C(N(C(C)C)C(C)C)C.[NH2:75][CH:76]1[CH2:81][CH2:80][N:79]([CH3:82])[CH2:78][CH2:77]1, predict the reaction product. The product is: [CH:1]1([N:6]2[CH2:14][C:11]3([CH2:12][CH2:13]3)[C:10](=[O:15])[N:9]([CH3:16])[C:8]3[CH:17]=[N:18][C:19]([NH:21][C:22]4[CH:30]=[CH:29][C:25]([C:26]([NH:75][CH:76]5[CH2:81][CH2:80][N:79]([CH3:82])[CH2:78][CH2:77]5)=[O:27])=[CH:24][C:23]=4[CH3:31])=[N:20][C:7]2=3)[CH2:2][CH2:3][CH2:4][CH2:5]1. (4) Given the reactants [Cl:1][C:2]1[CH:7]=[CH:6][CH:5]=[C:4]([Cl:8])[C:3]=1[CH2:9][S:10]([C:13]1[CH:14]=[C:15]2[C:19](=[CH:20][CH:21]=1)[NH:18][C:17](=[O:22])/[C:16]/2=[CH:23]\[C:24]1[NH:28][C:27]([CH3:29])=[C:26]([C:30]([OH:32])=O)[C:25]=1[CH3:33])(=[O:12])=[O:11].C1C=CC2N(O)N=NC=2C=1.CCN=C=NCCCN(C)C.Cl.[CH3:56][NH:57][CH:58]1[CH2:63][CH2:62][N:61]([CH3:64])[CH2:60][CH2:59]1, predict the reaction product. The product is: [CH3:56][N:57]([CH:58]1[CH2:63][CH2:62][N:61]([CH3:64])[CH2:60][CH2:59]1)[C:30]([C:26]1[C:25]([CH3:33])=[C:24](/[CH:23]=[C:16]2\[C:17](=[O:22])[NH:18][C:19]3[C:15]\2=[CH:14][C:13]([S:10]([CH2:9][C:3]2[C:2]([Cl:1])=[CH:7][CH:6]=[CH:5][C:4]=2[Cl:8])(=[O:11])=[O:12])=[CH:21][CH:20]=3)[NH:28][C:27]=1[CH3:29])=[O:32]. (5) Given the reactants [F:1][C:2]([F:22])([C:16]1[CH:21]=[CH:20][CH:19]=[CH:18][CH:17]=1)[CH2:3][O:4][C:5]1[CH:10]=[CH:9][C:8]([CH2:11][C:12]([CH3:15])(O)[CH3:13])=[CH:7][CH:6]=1.[NH2:23]C(N)=S.C(O)(=O)C.[OH-].[Na+], predict the reaction product. The product is: [F:1][C:2]([F:22])([C:16]1[CH:21]=[CH:20][CH:19]=[CH:18][CH:17]=1)[CH2:3][O:4][C:5]1[CH:10]=[CH:9][C:8]([CH2:11][C:12]([NH2:23])([CH3:15])[CH3:13])=[CH:7][CH:6]=1. (6) Given the reactants [CH2:1]([O:3][C:4]1[CH:15]=[CH:14][C:7]([CH:8]=[C:9]([C:12]#[N:13])[C:10]#[N:11])=[CH:6][CH:5]=1)[CH3:2].O1CCCC1.[BH4-].[Na+].ClC1C=CC(CC(CC=C(C)C)(C#N)C#N)=CC=1, predict the reaction product. The product is: [CH2:1]([O:3][C:4]1[CH:15]=[CH:14][C:7]([CH2:8][CH:9]([C:12]#[N:13])[C:10]#[N:11])=[CH:6][CH:5]=1)[CH3:2].